Dataset: Forward reaction prediction with 1.9M reactions from USPTO patents (1976-2016). Task: Predict the product of the given reaction. Given the reactants C(OC([C@H:8]([C:17]([NH:19][C@H:20]([C:22]1[C:31]2[C:26](=[CH:27][CH:28]=[CH:29][CH:30]=2)[CH:25]=[CH:24][CH:23]=1)[CH3:21])=[O:18])[CH2:9][CH2:10][CH2:11][N:12](N)C(=O)[O-])=O)(C)(C)C.[CH:32]([O-:34])=[O:33].[NH4+:35], predict the reaction product. The product is: [NH2:12][CH2:11][CH2:10][CH2:9][C@H:8]([NH:35][C:32](=[O:34])[O:33][C:22]([CH3:31])([CH3:23])[CH3:20])[C:17]([NH:19][C@H:20]([C:22]1[C:31]2[C:26](=[CH:27][CH:28]=[CH:29][CH:30]=2)[CH:25]=[CH:24][CH:23]=1)[CH3:21])=[O:18].